This data is from TCR-epitope binding with 47,182 pairs between 192 epitopes and 23,139 TCRs. The task is: Binary Classification. Given a T-cell receptor sequence (or CDR3 region) and an epitope sequence, predict whether binding occurs between them. (1) The epitope is GTHWFVTQR. The TCR CDR3 sequence is CASSLDPAQQYF. Result: 0 (the TCR does not bind to the epitope). (2) The epitope is RLRPGGKKR. The TCR CDR3 sequence is CASSLSNQPQHF. Result: 0 (the TCR does not bind to the epitope).